From a dataset of Reaction yield outcomes from USPTO patents with 853,638 reactions. Predict the reaction yield, written as a fraction of the theoretical maximum amount of product (1.0 means a 100% yield; for example, 0.34 means a 34% yield). (1) The yield is 0.910. The product is [OH:6][CH2:7][C@@H:8]1[C@@H:10]([OH:11])[C@@H:12]([OH:13])[C@@H:14]([O:15][CH3:16])[O:9]1. The reactants are OS(O)(=O)=O.[O:6]=[CH:7][C@@H:8]([C@@H:10]([C@@H:12]([CH2:14][OH:15])[OH:13])[OH:11])[OH:9].[CH3:16]O. No catalyst specified. (2) The reactants are Cl[CH2:2][C:3]([C:5]1[CH:6]=[C:7]2[C:11](=[CH:12][CH:13]=1)[NH:10][C:9](=[O:14])[CH2:8]2)=[O:4].[Na+].[I-].[N-:17]=[N+:18]=[N-:19].[Na+].O. The catalyst is CN(C=O)C.CCOC(C)=O. The product is [N:17]([CH2:2][C:3]([C:5]1[CH:6]=[C:7]2[C:11](=[CH:12][CH:13]=1)[NH:10][C:9](=[O:14])[CH2:8]2)=[O:4])=[N+:18]=[N-:19]. The yield is 0.370. (3) The reactants are [CH3:1][O:2][C:3]([NH:5][C:6]([CH3:16])([CH2:9][CH2:10][C:11]1[S:12][CH:13]=[CH:14][CH:15]=1)[CH2:7][OH:8])=[O:4].[Br:17]N1C(=O)CCC1=O. The catalyst is CN(C)C=O. The product is [CH3:1][O:2][C:3]([NH:5][C:6]([CH3:16])([CH2:9][CH2:10][C:11]1[S:12][C:13]([Br:17])=[CH:14][CH:15]=1)[CH2:7][OH:8])=[O:4]. The yield is 0.800. (4) The reactants are Cl[C:2]1[C:11]2[C:6](=[CH:7][C:8]([Cl:12])=[CH:9][CH:10]=2)[N:5]=[CH:4][CH:3]=1.[NH2:13][CH2:14][CH2:15][O:16][CH2:17][CH2:18][OH:19]. The product is [Cl:12][C:8]1[CH:7]=[C:6]2[C:11]([C:2]([NH:13][CH2:14][CH2:15][O:16][CH2:17][CH2:18][OH:19])=[CH:3][CH:4]=[N:5]2)=[CH:10][CH:9]=1. The catalyst is C(OCC)C.ClCCl.C(N(CC)CC)C. The yield is 0.750. (5) The reactants are Br[C:2]1[C:3]([CH:8]([N:11]2[C:19](=[O:20])[C:18]3[C:13](=[CH:14][CH:15]=[CH:16][CH:17]=3)[C:12]2=[O:21])[CH2:9][CH3:10])=[N:4][CH:5]=[N:6][CH:7]=1.C(N(CC)CC)C.[H][H]. The catalyst is CO.[C].[Pd]. The product is [N:6]1[CH:7]=[CH:2][C:3]([CH:8]([N:11]2[C:12](=[O:21])[C:13]3[C:18](=[CH:17][CH:16]=[CH:15][CH:14]=3)[C:19]2=[O:20])[CH2:9][CH3:10])=[N:4][CH:5]=1. The yield is 0.660. (6) The reactants are ClC(O[CH:5]([CH3:7])[CH3:6])=O.[Cl:8][C:9]1[CH:40]=[CH:39]C=[CH:37][C:10]=1[C:11]([NH:13]C(=O)NC1SC2C=C(S(CCN3CCNCC3)(=O)=O)C=CC=2N=1)=[O:12].CCN(C(C)C)C(C)C.N. The catalyst is C1COCC1. The product is [Cl:8][C:9]1[CH:40]=[CH:39][C:7]([C:5]#[CH:6])=[CH:37][C:10]=1[C:11]([NH2:13])=[O:12]. The yield is 0.780.